Dataset: Hepatocyte clearance measurements from AstraZeneca. Task: Regression/Classification. Given a drug SMILES string, predict its absorption, distribution, metabolism, or excretion properties. Task type varies by dataset: regression for continuous measurements (e.g., permeability, clearance, half-life) or binary classification for categorical outcomes (e.g., BBB penetration, CYP inhibition). For this dataset (clearance_hepatocyte_az), we predict log10(clearance) (log10 of the in vitro intrinsic clearance, CLint, in uL/min per 10^6 hepatocytes; values are censored to the assay range of 3 to 150, which is 0.477 to 2.18 on this log10 scale). (1) The drug is CC(C(=O)OC1CC[N+](C)(C)CC1)(c1ccccc1)N1CCC(F)(F)CC1. The log10(clearance) is 1.58. (2) The compound is CN(c1ccnc(Nc2cc(N3CCOCC3)cc(N3CCOCC3)c2)n1)c1cccc2[nH]ncc12. The log10(clearance) is 1.71. (3) The compound is Cc1cccc2c(O)nc(-c3ccc(C(F)(F)F)cc3)nc12. The log10(clearance) is 1.66. (4) The drug is Cc1ccc(S(=O)(=O)Nc2c(C(=O)NC(C)C)c(C)nn2-c2ccccc2)cc1. The log10(clearance) is 1.71. (5) The compound is CCNC(=O)OC1CCN(c2nncc3cc(OC)c(OC)cc23)CC1. The log10(clearance) is 1.53. (6) The drug is O=c1[nH]c2c(O)ccc([C@@H](O)CN[C@H]3CCC[C@@H]3OCc3ccccc3)c2s1. The log10(clearance) is 2.03. (7) The log10(clearance) is 1.87. The drug is CSCCC(NC(=O)c1cnccn1)c1nc2ccccc2[nH]1. (8) The drug is O=C(c1ccc(OCCN2CCCCC2)cc1)c1c(-c2ccc(O)cc2)sc2cc(O)ccc12. The log10(clearance) is 1.48. (9) The molecule is CCC(CC)NC(=O)c1nnn(-c2ccccc2)c1NS(=O)(=O)c1ccc(C)cc1. The log10(clearance) is 1.75.